This data is from Reaction yield outcomes from USPTO patents with 853,638 reactions. The task is: Predict the reaction yield, written as a fraction of the theoretical maximum amount of product (1.0 means a 100% yield; for example, 0.34 means a 34% yield). (1) The reactants are [F-].[NH4+].C([Si](C)(C)[O:8][CH2:9][CH2:10][CH2:11][N:12]1[C:16]([CH3:17])=[N:15][CH:14]=[N:13]1)(C)(C)C. The catalyst is CO. The product is [CH3:17][C:16]1[N:12]([CH2:11][CH2:10][CH2:9][OH:8])[N:13]=[CH:14][N:15]=1. The yield is 0.920. (2) The reactants are [OH:1][N:2]=[C:3]([C:15]1[C:19]([NH:20][CH2:21][CH2:22][O:23][CH3:24])=[N:18][O:17][N:16]=1)[NH:4][C:5]1[CH:10]=[CH:9][CH:8]=[C:7]([C:11]([F:14])([F:13])[F:12])[CH:6]=1.[C:25](N1C=CN=C1)(N1C=CN=C1)=[O:26]. The catalyst is C(OCC)(=O)C. The product is [CH3:24][O:23][CH2:22][CH2:21][NH:20][C:19]1[C:15]([C:3]2[N:4]([C:5]3[CH:10]=[CH:9][CH:8]=[C:7]([C:11]([F:13])([F:14])[F:12])[CH:6]=3)[C:25](=[O:26])[O:1][N:2]=2)=[N:16][O:17][N:18]=1. The yield is 0.900. (3) The reactants are Br[C:2]1[N:3]=[C:4]([Cl:15])[C:5]2[S:10][C:9]3[CH:11]=[CH:12][CH:13]=[CH:14][C:8]=3[C:6]=2[N:7]=1.O1C=CC=C1P(C1OC=CC=1)C1OC=CC=1.C([Sn](CCCC)(CCCC)[C:37]1[CH:42]=[CH:41][CH:40]=[CH:39][CH:38]=1)CCC. The catalyst is CN(C=O)C.C1C=CC(/C=C/C(/C=C/C2C=CC=CC=2)=O)=CC=1.C1C=CC(/C=C/C(/C=C/C2C=CC=CC=2)=O)=CC=1.C1C=CC(/C=C/C(/C=C/C2C=CC=CC=2)=O)=CC=1.[Pd].[Pd]. The product is [Cl:15][C:4]1[C:5]2[S:10][C:9]3[CH:11]=[CH:12][CH:13]=[CH:14][C:8]=3[C:6]=2[N:7]=[C:2]([C:37]2[CH:42]=[CH:41][CH:40]=[CH:39][CH:38]=2)[N:3]=1. The yield is 0.740. (4) The reactants are [NH:1]1[C:9]2[C:4](=[CH:5][CH:6]=[CH:7][CH:8]=2)[C:3]([C:10]([OH:12])=[O:11])=[CH:2]1.[H-].[Na+].[CH2:15](Br)[C:16]1[CH:21]=[CH:20][CH:19]=[CH:18][CH:17]=1. The catalyst is CN(C=O)C. The product is [CH2:15]([N:1]1[C:9]2[C:4](=[CH:5][CH:6]=[CH:7][CH:8]=2)[C:3]([C:10]([OH:12])=[O:11])=[CH:2]1)[C:16]1[CH:21]=[CH:20][CH:19]=[CH:18][CH:17]=1. The yield is 0.780.